This data is from Retrosynthesis with 50K atom-mapped reactions and 10 reaction types from USPTO. The task is: Predict the reactants needed to synthesize the given product. (1) Given the product Cc1cn(-c2cc(NC(=O)c3ccc(C)c(C#Cc4cnc(NC(=O)OC(C)(C)C)s4)c3)cc(C(F)(F)F)c2)cn1, predict the reactants needed to synthesize it. The reactants are: CC(C)(C)OC(=O)Nc1ncc(C#C[Si](C)(C)C)s1.Cc1cn(-c2cc(NC(=O)c3ccc(C)c(I)c3)cc(C(F)(F)F)c2)cn1. (2) Given the product CCOc1ccc(CN(Cc2ccco2)S(=O)(=O)c2ccc(C#N)cc2)cc1, predict the reactants needed to synthesize it. The reactants are: CCOc1ccc(CNCc2ccco2)cc1.N#Cc1ccc(S(=O)(=O)Cl)cc1. (3) Given the product NCC1CCC(CNc2nc(NCc3ccccc3Cl)ncc2C(=O)O)CC1, predict the reactants needed to synthesize it. The reactants are: CC(C)(C)OC(=O)NCC1CCC(CNc2nc(NCc3ccccc3Cl)ncc2C(=O)O)CC1. (4) Given the product COC(=O)COc1cc(C)ccc1CCC(=O)N1C[C@H](C)N(Cc2ccc(F)cc2)C[C@H]1C, predict the reactants needed to synthesize it. The reactants are: COC(=O)CBr.Cc1ccc(CCC(=O)N2C[C@H](C)N(Cc3ccc(F)cc3)C[C@H]2C)c(O)c1.